This data is from NCI-60 drug combinations with 297,098 pairs across 59 cell lines. The task is: Regression. Given two drug SMILES strings and cell line genomic features, predict the synergy score measuring deviation from expected non-interaction effect. (1) Cell line: SF-295. Synergy scores: CSS=14.4, Synergy_ZIP=-2.90, Synergy_Bliss=1.43, Synergy_Loewe=3.84, Synergy_HSA=3.73. Drug 1: COC1=C(C=C2C(=C1)N=CN=C2NC3=CC(=C(C=C3)F)Cl)OCCCN4CCOCC4. Drug 2: C1C(C(OC1N2C=NC(=NC2=O)N)CO)O. (2) Drug 1: CC(CN1CC(=O)NC(=O)C1)N2CC(=O)NC(=O)C2. Cell line: UACC62. Synergy scores: CSS=12.8, Synergy_ZIP=-4.61, Synergy_Bliss=-1.10, Synergy_Loewe=-1.80, Synergy_HSA=-1.90. Drug 2: B(C(CC(C)C)NC(=O)C(CC1=CC=CC=C1)NC(=O)C2=NC=CN=C2)(O)O. (3) Drug 1: CC1=CC=C(C=C1)C2=CC(=NN2C3=CC=C(C=C3)S(=O)(=O)N)C(F)(F)F. Drug 2: CC1CCC2CC(C(=CC=CC=CC(CC(C(=O)C(C(C(=CC(C(=O)CC(OC(=O)C3CCCCN3C(=O)C(=O)C1(O2)O)C(C)CC4CCC(C(C4)OC)O)C)C)O)OC)C)C)C)OC. Cell line: OVCAR-8. Synergy scores: CSS=14.6, Synergy_ZIP=-1.61, Synergy_Bliss=5.13, Synergy_Loewe=-6.71, Synergy_HSA=2.39. (4) Drug 1: CC(CN1CC(=O)NC(=O)C1)N2CC(=O)NC(=O)C2. Drug 2: C1=C(C(=O)NC(=O)N1)F. Cell line: HT29. Synergy scores: CSS=33.2, Synergy_ZIP=-14.3, Synergy_Bliss=-26.9, Synergy_Loewe=-22.1, Synergy_HSA=-19.9. (5) Drug 1: C1=NC2=C(N=C(N=C2N1C3C(C(C(O3)CO)O)O)F)N. Drug 2: CC1CCCC2(C(O2)CC(NC(=O)CC(C(C(=O)C(C1O)C)(C)C)O)C(=CC3=CSC(=N3)C)C)C. Cell line: UACC-257. Synergy scores: CSS=18.5, Synergy_ZIP=0.581, Synergy_Bliss=-2.03, Synergy_Loewe=-21.5, Synergy_HSA=-3.92.